This data is from Reaction yield outcomes from USPTO patents with 853,638 reactions. The task is: Predict the reaction yield, written as a fraction of the theoretical maximum amount of product (1.0 means a 100% yield; for example, 0.34 means a 34% yield). The catalyst is CN(C=O)C. The reactants are [CH2:1]([C:8]12[CH2:18][CH2:17][C:16](=[O:19])[CH:15]=[C:14]1[CH2:13][CH2:12][CH2:11][C:10]1[CH:20]=[C:21](OS(C(F)(F)F)(=O)=O)[CH:22]=[CH:23][C:9]2=1)[C:2]1[CH:7]=[CH:6][CH:5]=[CH:4][CH:3]=1.CC1(C)C2[C:54](=C(P(C3C=CC=CC=3)C3C=CC=CC=3)C=CC=2)[O:53][C:35]2C(P(C3C=CC=CC=3)C3C=CC=CC=3)=CC=CC1=2.C[OH:75]. The yield is 0.650. The product is [CH3:35][O:53][C:54]([C:21]1[CH:22]=[CH:23][C:9]2[C:8]3([CH2:1][C:2]4[CH:7]=[CH:6][CH:5]=[CH:4][CH:3]=4)[CH2:18][CH2:17][C:16](=[O:19])[CH:15]=[C:14]3[CH2:13][CH2:12][CH2:11][C:10]=2[CH:20]=1)=[O:75].